Task: Binary Classification. Given a drug SMILES string, predict its activity (active/inactive) in a high-throughput screening assay against a specified biological target.. Dataset: HIV replication inhibition screening data with 41,000+ compounds from the AIDS Antiviral Screen (1) The drug is COc1ccc(NC(=O)CC(=O)n2nc(C)c(N=Nc3ccccc3C(=O)O)c2C)cc1. The result is 0 (inactive). (2) The result is 0 (inactive). The compound is CCOC1CCC(S(=O)c2ccc(C)cc2)=CO1. (3) The drug is CCCCNc1nc2ccccc2c2c1ncn2CC(C)C. The result is 0 (inactive). (4) The molecule is CCOc1ccc(NCc2cc(OC)c(OC)c(OC)c2)cc1.Cl. The result is 0 (inactive). (5) The molecule is CCOC(=O)C(C)NC(=O)C(C)NC(=O)C(C)NC(=O)C(C)NC(=O)C(C)NC(=O)C(C)NC(=O)C(C)NC(=O)OCc1ccccc1. The result is 0 (inactive).